From a dataset of Reaction yield outcomes from USPTO patents with 853,638 reactions. Predict the reaction yield, written as a fraction of the theoretical maximum amount of product (1.0 means a 100% yield; for example, 0.34 means a 34% yield). (1) The reactants are C[Si]([N-][Si](C)(C)C)(C)C.[Na+].[F:11][C:12]1[CH:17]=[C:16]([CH3:18])[CH:15]=[CH:14][N:13]=1.[C:19](OCC)(=[O:26])[C:20]1[CH:25]=[CH:24][CH:23]=[CH:22][CH:21]=1.Cl.[OH-].[Na+]. The catalyst is C1COCC1. The product is [F:11][C:12]1[CH:17]=[C:16]([CH2:18][C:19]([C:20]2[CH:25]=[CH:24][CH:23]=[CH:22][CH:21]=2)=[O:26])[CH:15]=[CH:14][N:13]=1. The yield is 0.720. (2) The reactants are [Cl:1][C:2]1[CH:7]=[CH:6][C:5]([CH2:8][CH2:9][O:10][C:11]2[CH:18]=[CH:17][C:14]([CH:15]=O)=[CH:13][CH:12]=2)=[CH:4][CH:3]=1.[CH2:19]([NH:23][C:24]1[C:25]([NH2:38])=[CH:26][CH:27]=[C:28]([O:30][CH2:31][CH2:32][N:33]2[CH2:37][CH2:36][CH2:35][CH2:34]2)[CH:29]=1)[CH2:20][CH2:21][CH3:22]. The catalyst is C(O)C. The product is [CH2:19]([N:23]1[C:24]2[CH:29]=[C:28]([O:30][CH2:31][CH2:32][N:33]3[CH2:37][CH2:36][CH2:35][CH2:34]3)[CH:27]=[CH:26][C:25]=2[N:38]=[C:15]1[C:14]1[CH:17]=[CH:18][C:11]([O:10][CH2:9][CH2:8][C:5]2[CH:6]=[CH:7][C:2]([Cl:1])=[CH:3][CH:4]=2)=[CH:12][CH:13]=1)[CH2:20][CH2:21][CH3:22]. The yield is 0.400. (3) The reactants are [Cl:1][C:2]1[CH:7]=[CH:6][C:5]([C:8]2[C:12]3[CH2:13][N:14]([C:17](=[O:19])[CH3:18])[CH2:15][CH2:16][C:11]=3[N:10]([CH2:20][CH:21]3[CH2:23][O:22]3)[N:9]=2)=[CH:4][C:3]=1[CH3:24].[Cl:25][C:26]1[CH:31]=[CH:30][C:29]([C:32]2[N:36]=[C:35]([CH:37]3[CH2:42][CH2:41][NH:40][CH2:39][CH2:38]3)[O:34][N:33]=2)=[CH:28][CH:27]=1.C(S([O-])(=O)=O)(F)(F)F.C(S([O-])(=O)=O)(F)(F)F.C(S([O-])(=O)=O)(F)(F)F.[Yb+3].CO.C(Cl)Cl. The catalyst is C(Cl)Cl. The product is [Cl:1][C:2]1[CH:7]=[CH:6][C:5]([C:8]2[C:12]3[CH2:13][N:14]([C:17](=[O:19])[CH3:18])[CH2:15][CH2:16][C:11]=3[N:10]([CH2:20][CH:21]([OH:22])[CH2:23][N:40]3[CH2:39][CH2:38][CH:37]([C:35]4[O:34][N:33]=[C:32]([C:29]5[CH:30]=[CH:31][C:26]([Cl:25])=[CH:27][CH:28]=5)[N:36]=4)[CH2:42][CH2:41]3)[N:9]=2)=[CH:4][C:3]=1[CH3:24]. The yield is 0.690. (4) The reactants are [NH2:1][C:2]1[NH:6][N:5]=[C:4]([NH:7][C:8]2[CH:13]=[CH:12][CH:11]=[C:10]([Cl:14])[CH:9]=2)[C:3]=1[C:15]#[N:16].[F:17][C:18]([F:35])([F:34])[C:19]1[CH:20]=[CH:21][C:22]([O:25][C:26]2[CH:33]=[CH:32][C:29]([CH:30]=O)=[CH:28][CH:27]=2)=[N:23][CH:24]=1. The catalyst is CCO.N1CCCCC1. The product is [Cl:14][C:10]1[CH:9]=[C:8]([NH:7][C:4]2[C:3]([C:15]#[N:16])=[C:2]([N:1]=[CH:30][C:29]3[CH:28]=[CH:27][C:26]([O:25][C:22]4[CH:21]=[CH:20][C:19]([C:18]([F:35])([F:17])[F:34])=[CH:24][N:23]=4)=[CH:33][CH:32]=3)[NH:6][N:5]=2)[CH:13]=[CH:12][CH:11]=1. The yield is 0.520. (5) The reactants are [Cl:1][C:2]1[N:7]=[C:6]([C:8]2[S:12][C:11]([N:13]3[CH2:18][CH2:17][O:16][CH2:15][CH2:14]3)=[N:10][C:9]=2[C:19]2[C:20]([F:26])=[C:21]([CH:23]=[CH:24][CH:25]=2)[NH2:22])[CH:5]=[CH:4][N:3]=1.[F:27][C:28]1[CH:33]=[CH:32][CH:31]=[C:30]([F:34])[C:29]=1[S:35](Cl)(=[O:37])=[O:36]. The yield is 0.364. The product is [Cl:1][C:2]1[N:7]=[C:6]([C:8]2[S:12][C:11]([N:13]3[CH2:14][CH2:15][O:16][CH2:17][CH2:18]3)=[N:10][C:9]=2[C:19]2[C:20]([F:26])=[C:21]([NH:22][S:35]([C:29]3[C:30]([F:34])=[CH:31][CH:32]=[CH:33][C:28]=3[F:27])(=[O:37])=[O:36])[CH:23]=[CH:24][CH:25]=2)[CH:5]=[CH:4][N:3]=1. The catalyst is N1C=CC=CC=1. (6) The product is [C:44]([N:34]1[CH2:35][CH2:36][N:29]2[CH:30]([CH2:31][O:32][CH:27]([C:19]3[N:20]4[C:25]([C:24]([NH2:26])=[N:23][CH:22]=[N:21]4)=[C:17]([C:12]4[CH:13]=[CH:14][C:15]5[C:10]([CH:11]=4)=[N:9][N:8]([CH2:1][C:2]4[CH:7]=[CH:6][CH:5]=[CH:4][CH:3]=4)[CH:16]=5)[CH:18]=3)[CH2:28]2)[CH2:33]1)(=[O:46])[CH3:45]. The yield is 0.350. The catalyst is CN(C=O)C. The reactants are [CH2:1]([N:8]1[CH:16]=[C:15]2[C:10]([CH:11]=[C:12]([C:17]3[CH:18]=[C:19]([CH:27]4[O:32][CH2:31][CH:30]5[CH2:33][NH:34][CH2:35][CH2:36][N:29]5[CH2:28]4)[N:20]4[C:25]=3[C:24]([NH2:26])=[N:23][CH:22]=[N:21]4)[CH:13]=[CH:14]2)=[N:9]1)[C:2]1[CH:7]=[CH:6][CH:5]=[CH:4][CH:3]=1.C(N(CC)CC)C.[C:44](OC(=O)C)(=[O:46])[CH3:45]. (7) The yield is 0.720. The catalyst is CO. The reactants are [NH2:1][C:2]1[N:7]=[CH:6][C:5](/[CH:8]=[CH:9]/[C:10]([O:12]CC2C=CC=CC=2)=[O:11])=[CH:4][CH:3]=1.[OH-].[Na+]. The product is [NH2:1][C:2]1[N:7]=[CH:6][C:5](/[CH:8]=[CH:9]/[C:10]([OH:12])=[O:11])=[CH:4][CH:3]=1. (8) The reactants are [Si:1]([O:18][C@H:19]1[C@@H:23]([O:24][CH3:25])[C@H:22]([N:26]2[C:34](=[O:35])[C:33]3[C:28](=[CH:29][CH:30]=[CH:31][CH:32]=3)[C:27]2=[O:36])[CH2:21][C@@H:20]1[C:37]([OH:39])=[O:38])([C:14]([CH3:17])([CH3:16])[CH3:15])([C:8]1[CH:13]=[CH:12][CH:11]=[CH:10][CH:9]=1)[C:2]1[CH:7]=[CH:6][CH:5]=[CH:4][CH:3]=1.[C:40]1(C)C=CC=CC=1.[Si](C=[N+]=[N-])(C)(C)C. The catalyst is CO. The product is [Si:1]([O:18][C@H:19]1[C@@H:23]([O:24][CH3:25])[C@H:22]([N:26]2[C:27](=[O:36])[C:28]3[C:33](=[CH:32][CH:31]=[CH:30][CH:29]=3)[C:34]2=[O:35])[CH2:21][C@@H:20]1[C:37]([O:39][CH3:40])=[O:38])([C:14]([CH3:16])([CH3:17])[CH3:15])([C:8]1[CH:9]=[CH:10][CH:11]=[CH:12][CH:13]=1)[C:2]1[CH:7]=[CH:6][CH:5]=[CH:4][CH:3]=1. The yield is 0.900.